From a dataset of Reaction yield outcomes from USPTO patents with 853,638 reactions. Predict the reaction yield, written as a fraction of the theoretical maximum amount of product (1.0 means a 100% yield; for example, 0.34 means a 34% yield). (1) The reactants are OC1C=CC=CN=1.[C:8]([O:12][C:13](=[O:41])[NH:14][C@H:15]([C@@H:34]1[CH2:38][C@@H:37]([CH3:39])[C:36](=[O:40])[O:35]1)[CH2:16][N:17]1[CH2:22][C:21](=[O:23])[N:20]([C:24]2[C:29]([F:30])=[CH:28][CH:27]=[CH:26][C:25]=2[F:31])[CH2:19][C:18]1([CH3:33])[CH3:32])([CH3:11])([CH3:10])[CH3:9].O.[CH:43]1([NH2:49])[CH2:48][CH2:47][CH2:46][CH2:45][CH2:44]1. No catalyst specified. The product is [C:8]([O:12][C:13](=[O:41])[NH:14][C@@H:15]([CH2:16][N:17]1[CH2:22][C:21](=[O:23])[N:20]([C:24]2[C:29]([F:30])=[CH:28][CH:27]=[CH:26][C:25]=2[F:31])[CH2:19][C:18]1([CH3:33])[CH3:32])[C@@H:34]([OH:35])[CH2:38][C@H:37]([C:36](=[O:40])[NH:49][CH:43]1[CH2:48][CH2:47][CH2:46][CH2:45][CH2:44]1)[CH3:39])([CH3:11])([CH3:9])[CH3:10]. The yield is 0.880. (2) The reactants are Br[C:2]1[N:3]=[C:4]([N:7]([C:29]([O:31][C:32]([CH3:35])([CH3:34])[CH3:33])=[O:30])[CH2:8][C@@H:9]([NH:21][C:22](=[O:28])[O:23][C:24]([CH3:27])([CH3:26])[CH3:25])[CH2:10][C:11]2[CH:16]=[CH:15][C:14]([C:17]([F:20])([F:19])[F:18])=[CH:13][CH:12]=2)[S:5][CH:6]=1.[CH3:36][C:37]([OH:41])([C:39]#[CH:40])[CH3:38]. The product is [OH:41][C:37]([CH3:38])([CH3:36])[C:39]#[C:40][C:2]1[N:3]=[C:4]([N:7]([C:29]([O:31][C:32]([CH3:35])([CH3:34])[CH3:33])=[O:30])[CH2:8][C@@H:9]([NH:21][C:22](=[O:28])[O:23][C:24]([CH3:27])([CH3:26])[CH3:25])[CH2:10][C:11]2[CH:16]=[CH:15][C:14]([C:17]([F:20])([F:19])[F:18])=[CH:13][CH:12]=2)[S:5][CH:6]=1. The yield is 0.910. The catalyst is CCN(CC)CC.Cl[Pd-2](Cl)(P(C1C=CC=CC=1)(C1C=CC=CC=1)C1C=CC=CC=1)P(C1C=CC=CC=1)(C1C=CC=CC=1)C1C=CC=CC=1.[Cu]I. (3) The reactants are F[C:2]1[CH:12]=[CH:11][C:5]([C:6]([O:8][CH2:9][CH3:10])=[O:7])=[CH:4][CH:3]=1.[CH:13]1([N:17]2[CH2:22][CH2:21][NH:20][CH2:19][CH2:18]2)[CH2:16][CH2:15][CH2:14]1. The catalyst is CC(N(C)C)=O. The product is [CH:13]1([N:17]2[CH2:22][CH2:21][N:20]([C:2]3[CH:12]=[CH:11][C:5]([C:6]([O:8][CH2:9][CH3:10])=[O:7])=[CH:4][CH:3]=3)[CH2:19][CH2:18]2)[CH2:16][CH2:15][CH2:14]1. The yield is 0.113. (4) The reactants are Cl[C:2]1[CH:7]=[C:6]([C:8]2[CH:13]=[C:12]([Cl:14])[CH:11]=[CH:10][C:9]=2[O:15][CH2:16][CH3:17])[N:5]=[C:4]([NH2:18])[N:3]=1.[F:19][C:20]([F:29])([F:28])[C:21]1[CH:26]=[CH:25][C:24]([NH2:27])=[CH:23][CH:22]=1. No catalyst specified. The product is [Cl:14][C:12]1[CH:11]=[CH:10][C:9]([O:15][CH2:16][CH3:17])=[C:8]([C:6]2[N:5]=[C:4]([NH2:18])[N:3]=[C:2]([NH:27][C:24]3[CH:25]=[CH:26][C:21]([C:20]([F:19])([F:28])[F:29])=[CH:22][CH:23]=3)[CH:7]=2)[CH:13]=1. The yield is 0.780. (5) The reactants are O[CH:2]([C:24]1[CH:29]=[CH:28][CH:27]=[CH:26][CH:25]=1)[C:3]1[C:11]2[O:10][C:9]([CH3:13])([CH3:12])[CH2:8][C:7]=2[C:6]([CH3:14])=[C:5]([NH:15][C:16](=[O:22])[CH2:17][C:18]([CH3:21])([CH3:20])[CH3:19])[C:4]=1[CH3:23]. The catalyst is C(OCC)(=O)C.CCCCCC. The product is [CH2:2]([C:3]1[C:11]2[O:10][C:9]([CH3:12])([CH3:13])[CH2:8][C:7]=2[C:6]([CH3:14])=[C:5]([NH:15][C:16](=[O:22])[CH2:17][C:18]([CH3:21])([CH3:20])[CH3:19])[C:4]=1[CH3:23])[C:24]1[CH:25]=[CH:26][CH:27]=[CH:28][CH:29]=1. The yield is 0.740. (6) The reactants are [Cl:1][C:2]1[S:6][C:5]2[C:7]3([O:20][CH2:21][C:22]([F:24])([F:23])[C:4]=2[CH:3]=1)[CH2:12][CH2:11][N:10]([CH2:13][C:14]1[C:15]([CH3:19])=[N:16][NH:17][CH:18]=1)[CH2:9][CH2:8]3.C(=O)([O-])[O-].[K+].[K+].Br[C:32]1[C:37]([CH:38]=[O:39])=[CH:36][CH:35]=[CH:34][N:33]=1.CN[C@@H]1CCCC[C@H]1NC. The catalyst is C(OCC)(=O)C.[Cu]I.C1(C)C=CC=CC=1. The product is [Cl:1][C:2]1[S:6][C:5]2[C:7]3([O:20][CH2:21][C:22]([F:23])([F:24])[C:4]=2[CH:3]=1)[CH2:12][CH2:11][N:10]([CH2:13][C:14]1[C:15]([CH3:19])=[N:16][N:17]([C:32]2[C:37]([CH:38]=[O:39])=[CH:36][CH:35]=[CH:34][N:33]=2)[CH:18]=1)[CH2:9][CH2:8]3. The yield is 0.690. (7) The reactants are Br[C:2]1[NH:6][CH:5]=[C:4]([CH:7]=[O:8])[CH:3]=1.[CH3:9][C:10]1[CH:15]=[CH:14][CH:13]=[CH:12][C:11]=1B(O)O.C(=O)([O-])[O-].[Na+].[Na+].COCCOC. The catalyst is O. The product is [CH3:9][C:10]1[CH:15]=[CH:14][CH:13]=[CH:12][C:11]=1[C:2]1[NH:6][CH:5]=[C:4]([CH:7]=[O:8])[CH:3]=1. The yield is 0.680.